This data is from Catalyst prediction with 721,799 reactions and 888 catalyst types from USPTO. The task is: Predict which catalyst facilitates the given reaction. (1) Reactant: Cl.[Cl:2][C:3]1[CH:11]=[C:10]2[C:6]([CH2:7][CH2:8][C@H:9]2[NH2:12])=[C:5]([F:13])[CH:4]=1.[CH:14]([C:16]1[CH:17]=[N:18][CH:19]=[CH:20][CH:21]=1)=O.C([O:25][C:26]1[CH:34]=[C:33]([O:35][C:36](=[O:38])[CH3:37])[CH:32]=[CH:31][C:27]=1[C:28]([OH:30])=O)(=O)C.C1(C2CCC([N+:51]#[C-:52])=CC2)C=CC=CC=1.C[OH:54]. Product: [C:52]([C@@H:14]([C:16]1[CH:17]=[N:18][CH:19]=[CH:20][CH:21]=1)[N:12]([C@H:9]1[C:10]2[C:6](=[C:5]([F:13])[CH:4]=[C:3]([Cl:2])[CH:11]=2)[CH2:7][CH2:8]1)[C:28](=[O:30])[C:27]1[CH:31]=[CH:32][C:33]([OH:35])=[CH:34][C:26]=1[OH:25])(=[O:54])[NH2:51].[C:36]([O:35][C:33]1[CH:32]=[CH:31][C:27]([C:28](=[O:30])[N:12]([C@@H:14]([C:52](=[O:54])[NH2:51])[C:16]2[CH:17]=[N:18][CH:19]=[CH:20][CH:21]=2)[C@H:9]2[C:10]3[C:6](=[C:5]([F:13])[CH:4]=[C:3]([Cl:2])[CH:11]=3)[CH2:7][CH2:8]2)=[C:26]([OH:25])[CH:34]=1)(=[O:38])[CH3:37]. The catalyst class is: 66. (2) Reactant: Br[C:2]1[CH:7]=[CH:6][C:5](/[C:8](/[C:11]2[CH:12]=[CH:13][C:14]([NH:17][C:18](=[O:27])[C:19]3[C:24]([CH3:25])=[C:23]([F:26])[CH:22]=[N:21][CH:20]=3)=[N:15][CH:16]=2)=[CH:9]/[CH3:10])=[CH:4][CH:3]=1.[CH3:28][C:29]1[N:30]=[CH:31][NH:32][CH:33]=1.N1CCC[C@H]1C(O)=O.C([O-])([O-])=O.[K+].[K+]. Product: [F:26][C:23]1[CH:22]=[N:21][CH:20]=[C:19]([C:24]=1[CH3:25])[C:18]([NH:17][C:14]1[CH:13]=[CH:12][C:11](/[C:8](/[C:5]2[CH:6]=[CH:7][C:2]([N:32]3[CH:33]=[C:29]([CH3:28])[N:30]=[CH:31]3)=[CH:3][CH:4]=2)=[CH:9]\[CH3:10])=[CH:16][N:15]=1)=[O:27]. The catalyst class is: 156. (3) Reactant: CN([CH:4]=[O:5])C.O=P(Cl)(Cl)Cl.[CH2:11]([N:18]1[CH:22]=[C:21]([CH3:23])[C:20]([C:24]2[CH:29]=[CH:28][C:27]([Cl:30])=[CH:26][CH:25]=2)=[C:19]1[C:31]([N:33]1[CH2:38][CH2:37][O:36][CH2:35][CH2:34]1)=[O:32])[C:12]1[CH:17]=[CH:16][CH:15]=[CH:14][CH:13]=1.C1C=NC2N(O)N=NC=2C=1. Product: [CH2:11]([N:18]1[C:19]([C:31]([N:33]2[CH2:34][CH2:35][O:36][CH2:37][CH2:38]2)=[O:32])=[C:20]([C:24]2[CH:25]=[CH:26][C:27]([Cl:30])=[CH:28][CH:29]=2)[C:21]([CH3:23])=[C:22]1[CH:4]=[O:5])[C:12]1[CH:13]=[CH:14][CH:15]=[CH:16][CH:17]=1. The catalyst class is: 2.